This data is from Full USPTO retrosynthesis dataset with 1.9M reactions from patents (1976-2016). The task is: Predict the reactants needed to synthesize the given product. Given the product [CH:30]1([O:29][C:4]2[C:5]3[C:10]([C:11]4[CH:20]=[CH:19][C:14]([C:15](=[O:16])[NH:17][CH3:18])=[CH:13][CH:12]=4)=[CH:9][N:8]([CH2:21][O:22][CH2:23][CH2:24][Si:25]([CH3:28])([CH3:27])[CH3:26])[C:6]=3[N:7]=[C:2]([NH:35][C:36]3[CH:45]=[CH:44][C:39]([C:40]([NH:42][CH3:43])=[O:41])=[CH:38][C:37]=3[O:46][CH3:47])[N:3]=2)[CH2:34][CH2:33][CH2:32][CH2:31]1, predict the reactants needed to synthesize it. The reactants are: Cl[C:2]1[N:3]=[C:4]([O:29][CH:30]2[CH2:34][CH2:33][CH2:32][CH2:31]2)[C:5]2[C:10]([C:11]3[CH:20]=[CH:19][C:14]([C:15]([NH:17][CH3:18])=[O:16])=[CH:13][CH:12]=3)=[CH:9][N:8]([CH2:21][O:22][CH2:23][CH2:24][Si:25]([CH3:28])([CH3:27])[CH3:26])[C:6]=2[N:7]=1.[NH2:35][C:36]1[CH:45]=[CH:44][C:39]([C:40]([NH:42][CH3:43])=[O:41])=[CH:38][C:37]=1[O:46][CH3:47].C1(P(C2C=CC=CC=2)C2C=CC3C(=CC=CC=3)C=2C2C3C(=CC=CC=3)C=CC=2P(C2C=CC=CC=2)C2C=CC=CC=2)C=CC=CC=1.C(=O)([O-])[O-].[Cs+].[Cs+].